Dataset: Catalyst prediction with 721,799 reactions and 888 catalyst types from USPTO. Task: Predict which catalyst facilitates the given reaction. Product: [CH:7]1([O:13][C:14]2[CH:15]=[CH:16][C:17]([CH2:18][OH:19])=[CH:21][CH:22]=2)[CH2:12][CH2:11][CH2:10][CH2:9][CH2:8]1. Reactant: [H-].[H-].[H-].[H-].[Li+].[Al+3].[CH:7]1([O:13][C:14]2[CH:22]=[CH:21][C:17]([C:18]([O-])=[O:19])=[CH:16][CH:15]=2)[CH2:12][CH2:11][CH2:10][CH2:9][CH2:8]1.O.[OH-].[K+]. The catalyst class is: 1.